From a dataset of Cav3 T-type calcium channel HTS with 100,875 compounds. Binary Classification. Given a drug SMILES string, predict its activity (active/inactive) in a high-throughput screening assay against a specified biological target. (1) The drug is s1c(CN(Cc2n(nnn2)C(CC)(C)C)Cc2cc3c([nH]c2=O)ccc(OCC)c3)ccc1. The result is 0 (inactive). (2) The result is 0 (inactive). The molecule is O(c1c2n(nc(c1)C)cnn2)C(=O)c1ccc(cc1)C. (3) The molecule is S(=O)(=O)(Nc1c(N2CCOCC2)ccc(c1)C(=O)NCCCOC)c1ccc(OC)cc1. The result is 0 (inactive). (4) The drug is Fc1ccc(N2CCN(CC2)C(=O)Nc2c(OC)cccc2)cc1. The result is 0 (inactive). (5) The compound is O1c2cc(CNC(=O)Cc3c4c([nH]c3)cccc4)ccc2OC1. The result is 0 (inactive). (6) The molecule is O=C1NC(c2c(C1)cccc2)c1c(cccc1)C. The result is 0 (inactive). (7) The drug is S(=O)(=O)(Nc1cc(OC)c(OC)cc1)c1ccc(NC(=O)C)cc1. The result is 0 (inactive). (8) The result is 0 (inactive). The drug is o1c(c(nc1c1ccc(cc1)C)CS(=O)CC(=O)NCCN(CCC)CCC)C.